This data is from Catalyst prediction with 721,799 reactions and 888 catalyst types from USPTO. The task is: Predict which catalyst facilitates the given reaction. Reactant: [CH3:1][C:2]1[N:12]=[C:11]2[N:6]([CH2:7][CH2:8][CH2:9][CH:10]2[OH:13])[C:4](=[O:5])[C:3]=1[CH2:14][CH2:15][N:16]1[CH2:21][CH2:20][CH:19]([C:22]2[C:23]3[CH:24]=[CH:25][C:26]([F:31])=[CH:27][C:28]=3[O:29][N:30]=2)[CH2:18][CH2:17]1.[ClH:32]. Product: [CH3:1][C:2]1[N:12]=[C:11]2[N:6]([CH2:7][CH2:8][CH2:9][CH:10]2[OH:13])[C:4](=[O:5])[C:3]=1[CH2:14][CH2:15][N:16]1[CH2:21][CH2:20][CH:19]([C:22]2[C:23]3[CH:24]=[CH:25][C:26]([F:31])=[CH:27][C:28]=3[O:29][N:30]=2)[CH2:18][CH2:17]1.[ClH:32]. The catalyst class is: 5.